The task is: Predict the product of the given reaction.. This data is from Forward reaction prediction with 1.9M reactions from USPTO patents (1976-2016). (1) Given the reactants [CH3:1][O:2][C:3]1[CH:4]=[CH:5][C:6]([N+:10]([O-:12])=[O:11])=[C:7]([CH:9]=1)[NH2:8].[C:13](O[C:13]([O:15][C:16]([CH3:19])([CH3:18])[CH3:17])=[O:14])([O:15][C:16]([CH3:19])([CH3:18])[CH3:17])=[O:14], predict the reaction product. The product is: [C:16]([O:15][C:13](=[O:14])[N:8]([C:7]1[CH:9]=[C:3]([O:2][CH3:1])[CH:4]=[CH:5][C:6]=1[N+:10]([O-:12])=[O:11])[C:13]([O:15][C:16]([CH3:19])([CH3:18])[CH3:17])=[O:14])([CH3:19])([CH3:18])[CH3:17]. (2) Given the reactants [CH3:1][N:2]([CH3:22])[CH:3]1[CH2:8][CH2:7][N:6]([CH:9]2[CH2:12][N:11]([C:13]3[N:18]=[C:17]([CH2:19][OH:20])[CH:16]=[CH:15][C:14]=3[F:21])[CH2:10]2)[CH2:5][CH2:4]1.CC(OI1(OC(C)=O)(OC(C)=O)OC(=O)C2C=CC=CC1=2)=O, predict the reaction product. The product is: [CH3:1][N:2]([CH3:22])[CH:3]1[CH2:4][CH2:5][N:6]([CH:9]2[CH2:10][N:11]([C:13]3[N:18]=[C:17]([CH:19]=[O:20])[CH:16]=[CH:15][C:14]=3[F:21])[CH2:12]2)[CH2:7][CH2:8]1.